From a dataset of NCI-60 drug combinations with 297,098 pairs across 59 cell lines. Regression. Given two drug SMILES strings and cell line genomic features, predict the synergy score measuring deviation from expected non-interaction effect. (1) Drug 1: CC1=CC2C(CCC3(C2CCC3(C(=O)C)OC(=O)C)C)C4(C1=CC(=O)CC4)C. Drug 2: C1=C(C(=O)NC(=O)N1)N(CCCl)CCCl. Cell line: SN12C. Synergy scores: CSS=31.9, Synergy_ZIP=-6.88, Synergy_Bliss=1.06, Synergy_Loewe=-2.72, Synergy_HSA=2.37. (2) Drug 1: C1C(C(OC1N2C=NC3=C(N=C(N=C32)Cl)N)CO)O. Cell line: HOP-92. Drug 2: C(CC(=O)O)C(=O)CN.Cl. Synergy scores: CSS=29.3, Synergy_ZIP=-8.63, Synergy_Bliss=-2.20, Synergy_Loewe=-3.02, Synergy_HSA=-0.174. (3) Drug 1: CC1C(C(=O)NC(C(=O)N2CCCC2C(=O)N(CC(=O)N(C(C(=O)O1)C(C)C)C)C)C(C)C)NC(=O)C3=C4C(=C(C=C3)C)OC5=C(C(=O)C(=C(C5=N4)C(=O)NC6C(OC(=O)C(N(C(=O)CN(C(=O)C7CCCN7C(=O)C(NC6=O)C(C)C)C)C)C(C)C)C)N)C. Drug 2: CCC1(CC2CC(C3=C(CCN(C2)C1)C4=CC=CC=C4N3)(C5=C(C=C6C(=C5)C78CCN9C7C(C=CC9)(C(C(C8N6C)(C(=O)OC)O)OC(=O)C)CC)OC)C(=O)OC)O.OS(=O)(=O)O. Cell line: HS 578T. Synergy scores: CSS=5.34, Synergy_ZIP=-3.60, Synergy_Bliss=-5.40, Synergy_Loewe=-6.68, Synergy_HSA=-5.74. (4) Drug 1: C1=CC(=CC=C1C#N)C(C2=CC=C(C=C2)C#N)N3C=NC=N3. Drug 2: CCCCC(=O)OCC(=O)C1(CC(C2=C(C1)C(=C3C(=C2O)C(=O)C4=C(C3=O)C=CC=C4OC)O)OC5CC(C(C(O5)C)O)NC(=O)C(F)(F)F)O. Cell line: SNB-19. Synergy scores: CSS=26.4, Synergy_ZIP=-0.0628, Synergy_Bliss=-0.475, Synergy_Loewe=-3.69, Synergy_HSA=-1.27. (5) Drug 1: CC1OCC2C(O1)C(C(C(O2)OC3C4COC(=O)C4C(C5=CC6=C(C=C35)OCO6)C7=CC(=C(C(=C7)OC)O)OC)O)O. Drug 2: CC1=C(C(CCC1)(C)C)C=CC(=CC=CC(=CC(=O)O)C)C. Cell line: CAKI-1. Synergy scores: CSS=47.5, Synergy_ZIP=-5.32, Synergy_Bliss=-4.25, Synergy_Loewe=2.13, Synergy_HSA=3.52. (6) Drug 1: CC12CCC3C(C1CCC2=O)CC(=C)C4=CC(=O)C=CC34C. Drug 2: C1CC(=O)NC(=O)C1N2C(=O)C3=CC=CC=C3C2=O. Cell line: HOP-62. Synergy scores: CSS=50.1, Synergy_ZIP=3.73, Synergy_Bliss=1.66, Synergy_Loewe=3.21, Synergy_HSA=2.17.